Dataset: Full USPTO retrosynthesis dataset with 1.9M reactions from patents (1976-2016). Task: Predict the reactants needed to synthesize the given product. (1) Given the product [ClH:1].[ClH:1].[OH:63][C@H:60]1[CH2:61][CH2:62][N:57]([CH2:56][CH2:55][N:52]2[CH2:53][CH2:54][CH:49]([NH:20][C:21]([C:23]3[NH:24][C:25]4[C:30]([CH:31]=3)=[C:29]([O:32][CH2:33][C:34]3[C:38]5[CH:39]=[C:40]([CH3:44])[C:41]([CH3:43])=[CH:42][C:37]=5[O:36][CH:35]=3)[CH:28]=[CH:27][CH:26]=4)=[O:22])[CH2:50][CH2:51]2)[CH2:58][C@@H:59]1[CH3:64], predict the reactants needed to synthesize it. The reactants are: [ClH:1].Cl.[C@H]1(CN2CCC([NH:20][C:21]([C:23]3[NH:24][C:25]4[C:30]([CH:31]=3)=[C:29]([O:32][CH2:33][C:34]3[C:38]5[CH:39]=[C:40]([CH3:44])[C:41]([CH3:43])=[CH:42][C:37]=5[O:36][CH:35]=3)[CH:28]=[CH:27][CH:26]=4)=[O:22])CC2)[C@@H]2N(CCCC2)CCC1.Cl.Cl.Cl.N[CH:49]1[CH2:54][CH2:53][N:52]([CH2:55][CH2:56][N:57]2[CH2:62][CH2:61][C@H:60]([OH:63])[C@@H:59]([CH3:64])[CH2:58]2)[CH2:51][CH2:50]1. (2) The reactants are: Br[C:2]1[CH:24]=[C:23]([F:25])[CH:22]=[CH:21][C:3]=1[O:4][CH2:5][C:6]([N:8]([CH:18]([CH3:20])[CH3:19])[NH:9][C:10](=[O:17])[C:11]1[CH:16]=[CH:15][CH:14]=[CH:13][CH:12]=1)=[O:7].C([O-])([O-])=O.[Na+].[Na+].[CH2:32]([O:34][C:35]1[CH:40]=[CH:39][CH:38]=[CH:37][C:36]=1B(O)O)[CH3:33]. Given the product [CH2:32]([O:34][C:35]1[CH:40]=[CH:39][CH:38]=[CH:37][C:36]=1[C:2]1[CH:24]=[C:23]([F:25])[CH:22]=[CH:21][C:3]=1[O:4][CH2:5][C:6]([N:8]([CH:18]([CH3:20])[CH3:19])[NH:9][C:10](=[O:17])[C:11]1[CH:16]=[CH:15][CH:14]=[CH:13][CH:12]=1)=[O:7])[CH3:33], predict the reactants needed to synthesize it. (3) Given the product [CH2:23]([N:12]([CH2:11][C:3]1[N:2]=[CH:1][C:10]2[C:5]([CH:4]=1)=[CH:6][CH:7]=[CH:8][CH:9]=2)[C:13](=[O:19])[O:14][C:15]([CH3:16])([CH3:18])[CH3:17])[CH3:24], predict the reactants needed to synthesize it. The reactants are: [CH:1]1[C:10]2[C:5](=[CH:6][CH:7]=[CH:8][CH:9]=2)[CH:4]=[C:3]([CH2:11][NH:12][C:13](=[O:19])[O:14][C:15]([CH3:18])([CH3:17])[CH3:16])[N:2]=1.[H-].[Na+].I[CH2:23][CH3:24].O. (4) Given the product [CH:1]([NH:3][CH:4]([CH:8]([CH3:16])[CH2:9][CH2:10][CH2:11][CH2:12][CH2:13][CH2:14][CH3:15])[C:5]([O:7][CH2:17][CH3:18])=[O:6])=[O:2], predict the reactants needed to synthesize it. The reactants are: [CH:1]([NH:3]/[C:4](=[C:8](/[CH3:16])\[CH2:9][CH2:10][CH2:11][CH2:12][CH2:13][CH2:14][CH3:15])/[C:5]([O-:7])=[O:6])=[O:2].[CH3:17][CH2:18]OCC.CCCCCC. (5) The reactants are: [OH:1][C:2]1[CH:10]=[C:9]2[C:5]([CH:6]=[N:7][N:8]2[CH2:11][CH:12]([NH:14][C:15](=[O:24])[O:16][CH2:17][C:18]2[CH:23]=[CH:22][CH:21]=[CH:20][CH:19]=2)[CH3:13])=[CH:4][CH:3]=1.[Br:25]N1C(=O)CCC1=O.[Cl-].[NH4+]. Given the product [Br:25][C:10]1[C:2]([OH:1])=[CH:3][CH:4]=[C:5]2[C:9]=1[N:8]([CH2:11][CH:12]([NH:14][C:15](=[O:24])[O:16][CH2:17][C:18]1[CH:23]=[CH:22][CH:21]=[CH:20][CH:19]=1)[CH3:13])[N:7]=[CH:6]2, predict the reactants needed to synthesize it. (6) Given the product [Cl:1][C:2]1[C:3]([NH:22][C:23](=[O:33])[CH2:24][C@@H:25]([CH3:32])[C:26]2[CH:27]=[CH:28][CH:29]=[CH:30][CH:31]=2)=[C:4]2[C:9](=[CH:10][CH:11]=1)[N:8]=[C:7]([N:12]1[CH2:16][CH2:15][C@H:14]([NH:34][CH2:35][CH2:36][CH2:37][OH:38])[CH2:13]1)[CH:6]=[CH:5]2, predict the reactants needed to synthesize it. The reactants are: [Cl:1][C:2]1[C:3]([NH:22][C:23](=[O:33])[CH2:24][C@@H:25]([CH3:32])[C:26]2[CH:31]=[CH:30][CH:29]=[CH:28][CH:27]=2)=[C:4]2[C:9](=[CH:10][CH:11]=1)[N:8]=[C:7]([N:12]1[CH2:16][CH2:15][C@@H:14](OS(C)(=O)=O)[CH2:13]1)[CH:6]=[CH:5]2.[NH2:34][CH2:35][CH2:36][CH2:37][OH:38]. (7) Given the product [NH2:1][C:2]1[C:7]([F:8])=[CH:6][C:5]([C:18]2[CH:23]=[CH:22][N:21]=[C:20]([C:24]([NH2:26])=[O:25])[CH:19]=2)=[C:4]([F:10])[CH:3]=1, predict the reactants needed to synthesize it. The reactants are: [NH2:1][C:2]1[C:7]([F:8])=[CH:6][C:5](O)=[C:4]([F:10])[CH:3]=1.CC(C)([O-])C.[K+].Cl[C:18]1[CH:23]=[CH:22][N:21]=[C:20]([C:24]([NH2:26])=[O:25])[CH:19]=1.[OH-].[Na+].